This data is from Full USPTO retrosynthesis dataset with 1.9M reactions from patents (1976-2016). The task is: Predict the reactants needed to synthesize the given product. (1) Given the product [CH3:7][O:8][N:9]([CH3:13])[C:10]([C:6]1[N:2]([CH3:1])[N:3]=[CH:4][N:5]=1)=[O:11], predict the reactants needed to synthesize it. The reactants are: [CH3:1][N:2]1[CH:6]=[N:5][CH:4]=[N:3]1.[CH3:7][O:8][N:9]([CH3:13])[C:10](Cl)=[O:11]. (2) Given the product [F:28][C:29]1[CH:34]=[CH:33][C:32]([C:5]([C:7]2[CH:8]=[N:9][N:10]([C:12]3[CH:13]=[CH:14][C:15]([O:18][CH2:19][CH2:20][CH2:21][N:22]4[CH2:26][CH2:25][CH2:24][C@H:23]4[CH3:27])=[CH:16][CH:17]=3)[CH:11]=2)=[O:6])=[CH:31][CH:30]=1, predict the reactants needed to synthesize it. The reactants are: COCN[C:5]([C:7]1[CH:8]=[N:9][N:10]([C:12]2[CH:17]=[CH:16][C:15]([O:18][CH2:19][CH2:20][CH2:21][N:22]3[CH2:26][CH2:25][CH2:24][C@H:23]3[CH3:27])=[CH:14][CH:13]=2)[CH:11]=1)=[O:6].[F:28][C:29]1[CH:34]=[CH:33][C:32]([Mg]Br)=[CH:31][CH:30]=1. (3) Given the product [Cl:20][C:15]1[CH:14]=[C:13]([O:12][C:9]2[CH:8]=[CH:7][C:6]([CH2:5][CH2:4][O:3][C:1]3[NH:2][CH:25]=[C:24]([CH2:29][C:30]4[CH:31]=[N:32][C:33]([O:36][CH3:37])=[N:34][CH:35]=4)[C:22](=[O:23])[N:21]=3)=[CH:11][CH:10]=2)[CH:18]=[CH:17][C:16]=1[CH3:19], predict the reactants needed to synthesize it. The reactants are: [C:1](=[NH:21])([O:3][CH2:4][CH2:5][C:6]1[CH:11]=[CH:10][C:9]([O:12][C:13]2[CH:18]=[CH:17][C:16]([CH3:19])=[C:15]([Cl:20])[CH:14]=2)=[CH:8][CH:7]=1)[NH2:2].[CH:22]([CH:24]([CH2:29][C:30]1[CH:31]=[N:32][C:33]([O:36][CH3:37])=[N:34][CH:35]=1)[C:25](OC)=O)=[O:23].C([O-])([O-])=O.[K+].[K+]. (4) Given the product [C:36]([N:21]1[CH2:20][CH2:19][CH:18]([C:9]2[C:10]3[C:15](=[CH:14][C:13]([C:16]#[N:17])=[CH:12][CH:11]=3)[N:7]([CH2:6][C:5]3[CH:24]=[CH:25][C:26]([O:27][CH3:28])=[C:3]([Cl:2])[CH:4]=3)[CH:8]=2)[CH2:23][CH2:22]1)(=[O:38])[CH3:37], predict the reactants needed to synthesize it. The reactants are: Cl.[Cl:2][C:3]1[CH:4]=[C:5]([CH:24]=[CH:25][C:26]=1[O:27][CH3:28])[CH2:6][N:7]1[C:15]2[C:10](=[CH:11][CH:12]=[C:13]([C:16]#[N:17])[CH:14]=2)[C:9]([CH:18]2[CH2:23][CH2:22][NH:21][CH2:20][CH2:19]2)=[CH:8]1.C(N(CC)CC)C.[C:36](OC(=O)C)(=[O:38])[CH3:37].C(Cl)Cl. (5) Given the product [F:1][C:2]1[CH:24]=[C:23]([F:25])[CH:22]=[CH:21][C:3]=1[CH2:4][C@H:5]1[CH2:10][C@H:9]([C:11]2[O:15][NH:14][C:13](=[O:16])[CH:12]=2)[CH2:8][CH2:7][NH:6]1, predict the reactants needed to synthesize it. The reactants are: [F:1][C:2]1[CH:24]=[C:23]([F:25])[CH:22]=[CH:21][C:3]=1[CH2:4][C@H:5]1[CH2:10][C@H:9]([C:11]2[O:15][NH:14][C:13](=[O:16])[CH:12]=2)[CH2:8][CH2:7][N:6]1C(OC)=O.Br. (6) Given the product [Cl:3][C:4]1[N:9]=[C:8]([N:10]2[CH2:15][CH2:14][O:13][CH2:12][CH2:11]2)[CH:7]=[C:6]([C:16]2([S:17]([CH:20]([CH3:22])[CH3:21])(=[O:19])=[O:18])[CH2:25][CH2:24]2)[N:5]=1, predict the reactants needed to synthesize it. The reactants are: [OH-].[Na+].[Cl:3][C:4]1[N:9]=[C:8]([N:10]2[CH2:15][CH2:14][O:13][CH2:12][CH2:11]2)[CH:7]=[C:6]([CH2:16][S:17]([CH:20]([CH3:22])[CH3:21])(=[O:19])=[O:18])[N:5]=1.Br[CH2:24][CH2:25]Br. (7) Given the product [O:16]=[C:17]([C:19]1[N:23]([CH3:24])[N:22]=[C:21]([CH3:25])[C:20]=1[CH3:26])[CH:11]([C:8]1[CH:7]=[CH:6][C:5]([C:1]([CH3:4])([CH3:2])[CH3:3])=[CH:10][CH:9]=1)[C:12]#[N:13], predict the reactants needed to synthesize it. The reactants are: [C:1]([C:5]1[CH:10]=[CH:9][C:8]([CH2:11][C:12]#[N:13])=[CH:7][CH:6]=1)([CH3:4])([CH3:3])[CH3:2].C([O:16][C:17]([C:19]1[N:23]([CH3:24])[N:22]=[C:21]([CH3:25])[C:20]=1[CH3:26])=O)C.C(C1C=CC(C)=NC=1)C.C(OCCOCCO)C.CO.C[O-].[Na+].